From a dataset of Full USPTO retrosynthesis dataset with 1.9M reactions from patents (1976-2016). Predict the reactants needed to synthesize the given product. (1) Given the product [CH:1]1([CH2:4][C:5]([NH:7][C@@H:8]2[C:22](=[O:23])[N:21]3[CH2:24][C@H:25]([O:27][C:28]4[CH:33]=[C:32]([C:34]5[CH:39]=[CH:38][CH:37]=[CH:36][N:35]=5)[N:31]=[C:30]5[CH:40]=[CH:41][S:42][C:29]=45)[CH2:26][C@H:20]3[C:19](=[O:43])[NH:18][C@:17]3([C:45]([OH:47])=[O:46])[CH2:44][C@H:16]3[CH:15]=[CH:14][CH2:13][CH2:12][CH2:11][CH2:10][CH2:9]2)=[O:6])[CH2:3][CH2:2]1, predict the reactants needed to synthesize it. The reactants are: [CH:1]1([CH2:4][C:5]([NH:7][C@@H:8]2[C:22](=[O:23])[N:21]3[CH2:24][C@H:25]([O:27][C:28]4[CH:33]=[C:32]([C:34]5[CH:39]=[CH:38][CH:37]=[CH:36][N:35]=5)[N:31]=[C:30]5[CH:40]=[CH:41][S:42][C:29]=45)[CH2:26][C@H:20]3[C:19](=[O:43])[NH:18][C@:17]3([C:45]([O:47]C)=[O:46])[CH2:44][C@H:16]3[CH:15]=[CH:14][CH2:13][CH2:12][CH2:11][CH2:10][CH2:9]2)=[O:6])[CH2:3][CH2:2]1.O1CCCC1.[OH-].[Li+]. (2) Given the product [N:14]1([C:2]2[CH:10]=[CH:9][C:8]([N+:11]([O-:13])=[O:12])=[CH:7][C:3]=2[C:4]([OH:6])=[O:5])[CH2:19][CH2:18][O:17][CH2:16][CH2:15]1, predict the reactants needed to synthesize it. The reactants are: F[C:2]1[CH:10]=[CH:9][C:8]([N+:11]([O-:13])=[O:12])=[CH:7][C:3]=1[C:4]([OH:6])=[O:5].[NH:14]1[CH2:19][CH2:18][O:17][CH2:16][CH2:15]1. (3) Given the product [CH:37]1([NH:38][C:17](=[O:19])[C:16]2[CH:20]=[CH:21][C:22]([CH3:23])=[C:14]([C:10]3[CH:9]=[C:8]4[C:13](=[CH:12][CH:11]=3)[C:4]([CH:1]([CH3:2])[CH3:3])=[N:5][N:6]=[CH:7]4)[CH:15]=2)[CH2:35][CH2:36]1, predict the reactants needed to synthesize it. The reactants are: [CH:1]([C:4]1[C:13]2[C:8](=[CH:9][C:10]([C:14]3[CH:15]=[C:16]([CH:20]=[CH:21][C:22]=3[CH3:23])[C:17]([OH:19])=O)=[CH:11][CH:12]=2)[CH:7]=[N:6][N:5]=1)([CH3:3])[CH3:2].CN(C(ON1N=NC2[CH:35]=[CH:36][CH:37]=[N:38]C1=2)=[N+](C)C)C.F[P-](F)(F)(F)(F)F.CN(C)C=O.C1(N)CC1. (4) Given the product [Br:7][C:8]1[CH:13]=[CH:12][C:11]([N:1]2[CH2:6][CH2:5][O:4][CH2:3][CH2:2]2)=[CH:10][CH:9]=1, predict the reactants needed to synthesize it. The reactants are: [NH:1]1[CH2:6][CH2:5][O:4][CH2:3][CH2:2]1.[Br:7][C:8]1[CH:13]=[CH:12][C:11](Br)=[CH:10][CH:9]=1.C([O-])([O-])=O.[Cs+].[Cs+].C(P(C(C)(C)C)C1C=CC=CC=1C1C=CC=CC=1)(C)(C)C. (5) Given the product [CH3:31][S:28]([C:24]1[CH:23]=[C:22]([C:21]2[N:16]3[N:15]=[C:14]([NH:12][C:10]4[CH:9]=[N:8][N:7]([CH:4]5[CH2:3][CH2:2][O:1][CH2:6][CH2:5]5)[CH:11]=4)[N:32]=[C:17]3[CH:18]=[CH:19][CH:20]=2)[CH:27]=[CH:26][CH:25]=1)(=[O:29])=[O:30], predict the reactants needed to synthesize it. The reactants are: [O:1]1[CH2:6][CH2:5][CH:4]([N:7]2[CH:11]=[C:10]([NH2:12])[CH:9]=[N:8]2)[CH2:3][CH2:2]1.I[C:14]1[N:32]=[C:17]2[CH:18]=[CH:19][CH:20]=[C:21]([C:22]3[CH:27]=[CH:26][CH:25]=[C:24]([S:28]([CH3:31])(=[O:30])=[O:29])[CH:23]=3)[N:16]2[N:15]=1.C1(P(C2C=CC=CC=2)C2C3OC4C(=CC=CC=4P(C4C=CC=CC=4)C4C=CC=CC=4)C(C)(C)C=3C=CC=2)C=CC=CC=1.CC(C)([O-])C.[Na+]. (6) Given the product [CH3:42][C:39]1[N:38]=[C:37]([N:33]2[CH2:34][CH2:35][C:30]3([O:29][CH2:28][CH2:27][O:26]3)[CH2:31][CH2:32]2)[S:41][N:40]=1, predict the reactants needed to synthesize it. The reactants are: C1(P(C2CCCCC2)C2C=CC=CC=2C2C=CC=CC=2)CCCCC1.[O:26]1[C:30]2([CH2:35][CH2:34][NH:33][CH2:32][CH2:31]2)[O:29][CH2:28][CH2:27]1.Cl[C:37]1[S:41][N:40]=[C:39]([CH3:42])[N:38]=1. (7) Given the product [Cl:1][C:2]1[CH:3]=[C:4]([C:9]2([C:24]([F:27])([F:25])[F:26])[CH2:13][C:12]([C:14]3[CH:22]=[CH:21][C:17]([C:18]([NH:43][CH2:42][C:41]([F:45])([F:44])[F:40])=[O:20])=[C:16]([CH3:23])[CH:15]=3)=[CH:11][S:10]2)[CH:5]=[C:6]([Cl:8])[CH:7]=1, predict the reactants needed to synthesize it. The reactants are: [Cl:1][C:2]1[CH:3]=[C:4]([C:9]2([C:24]([F:27])([F:26])[F:25])[CH2:13][C:12]([C:14]3[CH:22]=[CH:21][C:17]([C:18]([OH:20])=O)=[C:16]([CH3:23])[CH:15]=3)=[CH:11][S:10]2)[CH:5]=[C:6]([Cl:8])[CH:7]=1.CN(C)C=O.C(Cl)(=O)C(Cl)=O.Cl.[F:40][C:41]([F:45])([F:44])[CH2:42][NH2:43]. (8) Given the product [CH2:42]([O:44][C:45](=[O:55])[C@@H:46]([NH:47][C:28]([C:29]1[CH:19]=[C:16]([CH2:15][CH2:14][CH2:13][C:12]2[C:11]3[C:31]([NH2:32])=[N:36][C:35]([NH2:57])=[N:34][C:33]=3[O:39][CH:40]=2)[S:17][CH:18]=1)=[O:27])[CH2:48][CH2:49][C:50]([O:52][CH2:53][CH3:54])=[O:51])[CH3:43], predict the reactants needed to synthesize it. The reactants are: NC1N=C(N)C2C([CH2:11][CH2:12][CH2:13][C:14]3[CH:15]=[C:16]([C:19](O)=O)[S:17][CH:18]=3)=COC=2N=1.CN1[CH2:29][CH2:28][O:27]CC1.Cl[C:31]1[N:36]=[C:35](OC)[N:34]=[C:33]([O:39][CH3:40])[N:32]=1.Cl.[CH2:42]([O:44][C:45](=[O:55])[C@H:46]([CH2:48][CH2:49][C:50]([O:52][CH2:53][CH3:54])=[O:51])[NH2:47])[CH3:43].C[N:57](C=O)C. (9) Given the product [O:17]=[C:16]([NH:18][C@H:19]1[CH2:24][CH2:23][CH2:22][CH2:21][C:20]1=[O:25])[C:15](=[O:14])[C@@H:26]([NH:31][C:32]([C:34]1([NH:40][C:41]([N:43]2[CH2:48][CH2:47][O:46][CH2:45][CH2:44]2)=[O:42])[CH2:35][CH2:36][CH2:37][CH2:38][CH2:39]1)=[O:33])[CH2:27][CH2:28][CH2:29][CH3:30], predict the reactants needed to synthesize it. The reactants are: C(N(CC)C(C)C)(C)C.CS(C)=O.[OH:14][C@@H:15]([C@@H:26]([NH:31][C:32]([C:34]1([NH:40][C:41]([N:43]2[CH2:48][CH2:47][O:46][CH2:45][CH2:44]2)=[O:42])[CH2:39][CH2:38][CH2:37][CH2:36][CH2:35]1)=[O:33])[CH2:27][CH2:28][CH2:29][CH3:30])[C:16]([NH:18][C@H:19]1[CH2:24][CH2:23][CH2:22][CH2:21][C@@H:20]1[OH:25])=[O:17].